The task is: Predict the reactants needed to synthesize the given product.. This data is from Full USPTO retrosynthesis dataset with 1.9M reactions from patents (1976-2016). (1) Given the product [Cl:1][C:2]1[CH:3]=[CH:4][C:5]([O:19][CH2:20][C:21]2[CH:22]=[CH:23][CH:24]=[CH:25][CH:26]=2)=[C:6]([CH2:8][N:9]2[C:13]([CH3:14])=[CH:12][C:11]([S:15]([NH:18][C:27](=[O:34])[C:28]3[CH:33]=[CH:32][CH:31]=[CH:30][CH:29]=3)(=[O:16])=[O:17])=[N:10]2)[CH:7]=1, predict the reactants needed to synthesize it. The reactants are: [Cl:1][C:2]1[CH:3]=[CH:4][C:5]([O:19][CH2:20][C:21]2[CH:26]=[CH:25][CH:24]=[CH:23][CH:22]=2)=[C:6]([CH2:8][N:9]2[C:13]([CH3:14])=[CH:12][C:11]([S:15]([NH2:18])(=[O:17])=[O:16])=[N:10]2)[CH:7]=1.[C:27](O)(=[O:34])[C:28]1[CH:33]=[CH:32][CH:31]=[CH:30][CH:29]=1.CN(C)CCCN=C=NCC.ClCCl.O1CCCC1. (2) Given the product [OH:11][N:12]([CH:13]([CH2:14][S:15]([N:18]1[CH2:19][CH2:20][N:21]([C:24]2[CH:25]=[CH:26][C:27]([C:30]#[CH:31])=[CH:28][CH:29]=2)[CH2:22][CH2:23]1)(=[O:16])=[O:17])[CH2:36][C@@H:37]([C:39]1[CH:40]=[CH:41][CH:42]=[CH:43][CH:44]=1)[CH3:38])[CH:1]=[O:3], predict the reactants needed to synthesize it. The reactants are: [CH:1]([OH:3])=O.C(OC(=O)C)(=O)C.[OH:11][NH:12][CH:13]([CH2:36][C@@H:37]([C:39]1[CH:44]=[CH:43][CH:42]=[CH:41][CH:40]=1)[CH3:38])[CH2:14][S:15]([N:18]1[CH2:23][CH2:22][N:21]([C:24]2[CH:29]=[CH:28][C:27]([C:30]#[C:31][Si](C)(C)C)=[CH:26][CH:25]=2)[CH2:20][CH2:19]1)(=[O:17])=[O:16]. (3) Given the product [CH3:14][S:15][C:2]1[CH:9]=[CH:8][C:5]([CH:6]=[O:7])=[CH:4][C:3]=1[C:10]([F:13])([F:12])[F:11], predict the reactants needed to synthesize it. The reactants are: F[C:2]1[CH:9]=[CH:8][C:5]([CH:6]=[O:7])=[CH:4][C:3]=1[C:10]([F:13])([F:12])[F:11].[CH3:14][S-:15].[Na+]. (4) Given the product [CH3:20][O:19][C:16]1[C:17]2[N:18]=[C:10]([NH:9][C:8]([N:33]3[CH2:34][CH2:35][CH:30]([CH2:29][OH:28])[CH2:31][CH2:32]3)=[O:27])[S:11][C:12]=2[C:13]([N:21]2[CH2:22][CH2:23][O:24][CH2:25][CH2:26]2)=[N:14][CH:15]=1, predict the reactants needed to synthesize it. The reactants are: C1(O[C:8](=[O:27])[NH:9][C:10]2[S:11][C:12]3[C:13]([N:21]4[CH2:26][CH2:25][O:24][CH2:23][CH2:22]4)=[N:14][CH:15]=[C:16]([O:19][CH3:20])[C:17]=3[N:18]=2)C=CC=CC=1.[OH:28][CH2:29][CH:30]1[CH2:35][CH2:34][NH:33][CH2:32][CH2:31]1.N1C=CC=CC=1. (5) Given the product [CH2:14]([O:16][C:17]([C:19]1[C:20]([S:12][CH2:11][CH2:10][C:9]([O:8][CH2:7][CH3:1])=[O:13])=[N:21][C:22]2[C:27]([C:28]=1[CH3:29])=[CH:26][CH:25]=[C:24]([C:30]([F:33])([F:32])[F:31])[CH:23]=2)=[O:18])[CH3:15], predict the reactants needed to synthesize it. The reactants are: [CH3:1]C([O-])(C)C.[K+].[CH3:7][O:8][C:9](=[O:13])[CH2:10][CH2:11][SH:12].[CH2:14]([O:16][C:17]([C:19]1[C:20](Cl)=[N:21][C:22]2[C:27]([C:28]=1[CH3:29])=[CH:26][CH:25]=[C:24]([C:30]([F:33])([F:32])[F:31])[CH:23]=2)=[O:18])[CH3:15].CCCCCC. (6) Given the product [CH:13]([Si:9]([C:16]#[C:17][C:29]1[C:28]2[C:2](=[CH:3][C:4]3[C:26]([CH:27]=2)=[CH:35][CH:34]=[CH:33][CH:32]=3)[C:1]([C:17]#[C:16][Si:9]([CH:10]([CH3:11])[CH3:12])([CH:6]([CH3:8])[CH3:7])[CH:13]([CH3:15])[CH3:14])=[C:35]2[C:34]=1[CH:33]=[C:32]1[C:27](=[CH:26]2)[CH:28]=[CH:29][CH:30]=[CH:31]1)([CH:10]([CH3:11])[CH3:12])[CH:6]([CH3:8])[CH3:7])([CH3:15])[CH3:14], predict the reactants needed to synthesize it. The reactants are: [CH2:1]([Li])[CH2:2][CH2:3][CH3:4].[CH:6]([Si:9]([C:16]#[CH:17])([CH:13]([CH3:15])[CH3:14])[CH:10]([CH3:12])[CH3:11])([CH3:8])[CH3:7].[CH:34]1[C:33]2[C:28](=[CH:29][C:30]3C(=O)[C:26]4[C:35](C(=O)[C:31]=3[CH:32]=2)=[CH:34][C:33]2[C:28](=[CH:29][CH:30]=[CH:31][CH:32]=2)[CH:27]=4)[CH:27]=[CH:26][CH:35]=1.O.O.[Sn](Cl)Cl. (7) Given the product [F:1][C:2]1[CH:10]=[CH:9][C:8]2[NH:7][C:6]3[C:11]([C:27]#[N:28])=[CH:12][N:13]=[C:14]([NH:15][C@@H:16]4[CH2:25][CH2:24][C:19](=[O:20])[CH2:18][C@H:17]4[CH3:26])[C:5]=3[C:4]=2[CH:3]=1, predict the reactants needed to synthesize it. The reactants are: [F:1][C:2]1[CH:10]=[CH:9][C:8]2[NH:7][C:6]3[C:11]([C:27]#[N:28])=[CH:12][N:13]=[C:14]([NH:15][C@@H:16]4[CH2:25][CH2:24][C:19]5(OCC[O:20]5)[CH2:18][C@H:17]4[CH3:26])[C:5]=3[C:4]=2[CH:3]=1.Cl. (8) Given the product [C:8]([CH2:7][NH:6][C:18](=[O:19])[C:17]([F:28])([F:27])[F:16])#[N:9], predict the reactants needed to synthesize it. The reactants are: S(O)(O)(=O)=O.[NH2:6][CH2:7][C:8]#[N:9].N1C=CC=CC=1.[F:16][C:17]([F:28])([F:27])[C:18](O[C:18](=[O:19])[C:17]([F:28])([F:27])[F:16])=[O:19].